From a dataset of Catalyst prediction with 721,799 reactions and 888 catalyst types from USPTO. Predict which catalyst facilitates the given reaction. (1) Reactant: Cl[C:2]1[CH:3]=[CH:4][C:5]2[N:6]([CH:8]=[C:9]([NH:11][C:12](=[O:14])[CH3:13])[N:10]=2)[N:7]=1.[CH3:15][C:16]1([CH3:32])[C:20]([CH3:22])([CH3:21])[O:19][B:18]([B:18]2[O:19][C:20]([CH3:22])([CH3:21])[C:16]([CH3:32])([CH3:15])[O:17]2)[O:17]1.C([O-])(=O)C.[K+]. Product: [CH3:15][C:16]1([CH3:32])[C:20]([CH3:22])([CH3:21])[O:19][B:18]([C:2]2[CH:3]=[CH:4][C:5]3[N:6]([CH:8]=[C:9]([NH:11][C:12](=[O:14])[CH3:13])[N:10]=3)[N:7]=2)[O:17]1. The catalyst class is: 294. (2) Reactant: [NH2:1][C:2]1[C:10]2[C:5](=[CH:6][CH:7]=[CH:8][C:9]=2[C:11]2[CH:16]=[CH:15][C:14]([CH2:17][C:18](O)=[O:19])=[CH:13][CH:12]=2)[NH:4][N:3]=1.C(N(C(C)C)CC)(C)C.CN(C(O[N:38]1N=N[C:40]2[CH:41]=[CH:42][CH:43]=[CH:44][C:39]1=2)=[N+](C)C)C.[B-](F)(F)(F)F.NC1C=CC=CC=1. Product: [NH2:1][C:2]1[C:10]2[C:5](=[CH:6][CH:7]=[CH:8][C:9]=2[C:11]2[CH:12]=[CH:13][C:14]([CH2:17][C:18]([NH:38][C:39]3[CH:44]=[CH:43][CH:42]=[CH:41][CH:40]=3)=[O:19])=[CH:15][CH:16]=2)[NH:4][N:3]=1. The catalyst class is: 1. (3) Reactant: [C:1]([CH:4]1[CH2:16][CH2:15][C:14]2[C:13]3[C:8](=[C:9]([C:25]([NH2:27])=[O:26])[CH:10]=[CH:11][C:12]=3[C:17]3[C:22]([F:23])=[CH:21][CH:20]=[CH:19][C:18]=3[F:24])[NH:7][C:6]=2[CH2:5]1)(=[O:3])[CH3:2].[BH4-].[Na+]. Product: [F:24][C:18]1[CH:19]=[CH:20][CH:21]=[C:22]([F:23])[C:17]=1[C:12]1[CH:11]=[CH:10][C:9]([C:25]([NH2:27])=[O:26])=[C:8]2[C:13]=1[C:14]1[CH2:15][CH2:16][CH:4]([CH:1]([OH:3])[CH3:2])[CH2:5][C:6]=1[NH:7]2. The catalyst class is: 100. (4) Reactant: O=C(Cl)[O:3][C:4]([Cl:7])(Cl)Cl.[C:9]([Cl:12])(Cl)=O.[NH:13]1C[CH2:17][CH2:16][CH2:15][C:14]1=O. Product: [Cl:12][C:9]1[N:13]([C:4]([Cl:7])=[O:3])[CH2:14][CH2:15][CH2:16][CH:17]=1. The catalyst class is: 13. (5) Reactant: Cl[C:2]1[CH:7]=[C:6]([C:8]2[CH:13]=[CH:12][CH:11]=[CH:10][CH:9]=2)[N:5]=[C:4]([NH:14][C:15](=[O:29])[CH2:16][CH2:17][C:18]([C:20]2[CH:21]=[CH:22][C:23]3[O:27][CH2:26][CH2:25][C:24]=3[CH:28]=2)=[O:19])[CH:3]=1.C1(C2C=CC=CC=2)C=CC=CC=1P(C1CCCCC1)C1CCCCC1.C(=O)([O-])[O-].[K+].[K+].CC1(C)C(C)(C)OB([C:69]2[CH:81]=[CH:80][C:72]([CH2:73][N:74]3[CH2:79][CH2:78][O:77][CH2:76][CH2:75]3)=[CH:71][CH:70]=2)O1. Product: [O:27]1[C:23]2[CH:22]=[CH:21][C:20]([C:18](=[O:19])[CH2:17][CH2:16][C:15]([NH:14][C:4]3[CH:3]=[C:2]([C:69]4[CH:70]=[CH:71][C:72]([CH2:73][N:74]5[CH2:79][CH2:78][O:77][CH2:76][CH2:75]5)=[CH:80][CH:81]=4)[CH:7]=[C:6]([C:8]4[CH:13]=[CH:12][CH:11]=[CH:10][CH:9]=4)[N:5]=3)=[O:29])=[CH:28][C:24]=2[CH2:25][CH2:26]1. The catalyst class is: 110. (6) Reactant: F[P-](F)(F)(F)(F)F.N1(O[P+](N(C)C)(N(C)C)N(C)C)C2C=CC=CC=2N=N1.[NH2:28][C@H:29]1[CH2:34][CH2:33][C@H:32]([NH:35][C:36]2[CH:37]=[C:38]([N:55]([CH:65]3[CH2:67][CH2:66]3)CC3C=CC(OC)=CC=3)[C:39]3[N:40]([C:42]([C:45]([NH:47][C:48]4[CH:53]=[CH:52][N:51]=[CH:50][C:49]=4[F:54])=[O:46])=[CH:43][N:44]=3)[N:41]=2)[CH2:31][CH2:30]1.CCN(C(C)C)C(C)C.C(OC([NH:84][C@@H:85]([CH3:89])[C:86](O)=[O:87])=O)(C)(C)C.C(O)(C(F)(F)F)=O. Product: [NH2:84][C@H:85]([C:86]([NH:28][C@H:29]1[CH2:30][CH2:31][C@H:32]([NH:35][C:36]2[CH:37]=[C:38]([NH:55][CH:65]3[CH2:67][CH2:66]3)[C:39]3[N:40]([C:42]([C:45]([NH:47][C:48]4[CH:53]=[CH:52][N:51]=[CH:50][C:49]=4[F:54])=[O:46])=[CH:43][N:44]=3)[N:41]=2)[CH2:33][CH2:34]1)=[O:87])[CH3:89]. The catalyst class is: 3. (7) Reactant: [CH3:1][O:2][C:3]([C:5]1([NH:12][C:13](=[O:26])[C:14]2[CH:19]=[CH:18][C:17]([O:20][CH3:21])=[C:16]([O:22]C(=O)C)[CH:15]=2)[CH2:11][CH2:10][CH2:9][CH2:8][CH2:7][CH2:6]1)=[O:4].C(=O)([O-])[O-].[K+].[K+].Cl. Product: [CH3:1][O:2][C:3]([C:5]1([NH:12][C:13](=[O:26])[C:14]2[CH:19]=[CH:18][C:17]([O:20][CH3:21])=[C:16]([OH:22])[CH:15]=2)[CH2:6][CH2:7][CH2:8][CH2:9][CH2:10][CH2:11]1)=[O:4]. The catalyst class is: 5. (8) Reactant: [F:1][C:2]1([F:39])[CH2:38][C:6]2[S:7][C:8]([NH:19][C:20]([C:22]3[N:37]=[CH:36][CH:35]=[CH:34][C:23]=3[C:24]([O:26]CC3C=CC=CC=3)=[O:25])=[O:21])=[C:9]([C:10]3[O:14][N:13]=[C:12]([C:15]([F:18])([F:17])[F:16])[N:11]=3)[C:5]=2[CH2:4][CH2:3]1. Product: [F:39][C:2]1([F:1])[CH2:38][C:6]2[S:7][C:8]([NH:19][C:20]([C:22]3[N:37]=[CH:36][CH:35]=[CH:34][C:23]=3[C:24]([OH:26])=[O:25])=[O:21])=[C:9]([C:10]3[O:14][N:13]=[C:12]([C:15]([F:18])([F:17])[F:16])[N:11]=3)[C:5]=2[CH2:4][CH2:3]1. The catalyst class is: 582. (9) Reactant: C(O)(C)(C)C.[K].[CH3:7][C:8]1[C:12]([CH:13]=[O:14])=[CH:11][NH:10][N:9]=1.F[C:16]1[C:21]([F:22])=[CH:20][CH:19]=[CH:18][N:17]=1. Product: [F:22][C:21]1[C:16]([N:10]2[CH:11]=[C:12]([CH:13]=[O:14])[C:8]([CH3:7])=[N:9]2)=[N:17][CH:18]=[CH:19][CH:20]=1. The catalyst class is: 42. (10) Reactant: Cl.[F:2][C:3]1[CH:8]=[CH:7][C:6]([C:9]2[N:10]=[C:11]3[N:15]([C:16]=2[C:17]2[CH:22]=[CH:21][N:20]=[C:19]([NH:23][CH:24]4[CH2:29][CH2:28][NH:27][CH2:26][CH2:25]4)[N:18]=2)[CH:14]=[CH:13][S:12]3)=[CH:5][C:4]=1[O:30][CH3:31].CCN(C(C)C)C(C)C.[CH:41]1([S:44](Cl)(=[O:46])=[O:45])[CH2:43][CH2:42]1. Product: [CH:41]1([S:44]([N:27]2[CH2:26][CH2:25][CH:24]([NH:23][C:19]3[N:18]=[C:17]([C:16]4[N:15]5[C:11]([S:12][CH:13]=[CH:14]5)=[N:10][C:9]=4[C:6]4[CH:7]=[CH:8][C:3]([F:2])=[C:4]([O:30][CH3:31])[CH:5]=4)[CH:22]=[CH:21][N:20]=3)[CH2:29][CH2:28]2)(=[O:46])=[O:45])[CH2:43][CH2:42]1. The catalyst class is: 2.